This data is from Peptide-MHC class II binding affinity with 134,281 pairs from IEDB. The task is: Regression. Given a peptide amino acid sequence and an MHC pseudo amino acid sequence, predict their binding affinity value. This is MHC class II binding data. (1) The binding affinity (normalized) is 0.101. The MHC is HLA-DPA10103-DPB10401 with pseudo-sequence HLA-DPA10103-DPB10401. The peptide sequence is PFTVRYTTEGGTKGE. (2) The peptide sequence is IAMEVVLRKRQGPKQ. The MHC is DRB1_0701 with pseudo-sequence DRB1_0701. The binding affinity (normalized) is 0.419. (3) The peptide sequence is QAGNNLMMIEQYPYV. The MHC is DRB3_0202 with pseudo-sequence DRB3_0202. The binding affinity (normalized) is 0.0579. (4) The peptide sequence is RHNWVNHAVPLAMKLI. The MHC is DRB5_0101 with pseudo-sequence DRB5_0101. The binding affinity (normalized) is 0.592. (5) The peptide sequence is KVTIDYAEISFMLWC. The MHC is DRB1_0101 with pseudo-sequence DRB1_0101. The binding affinity (normalized) is 0.626.